This data is from Forward reaction prediction with 1.9M reactions from USPTO patents (1976-2016). The task is: Predict the product of the given reaction. (1) Given the reactants [Br:1][C:2]1[CH:10]=[C:9]2[C:5]([C:6](=[O:12])C(=O)[NH:8]2)=[CH:4][CH:3]=1.[OH:13]O, predict the reaction product. The product is: [NH2:8][C:9]1[CH:10]=[C:2]([Br:1])[CH:3]=[CH:4][C:5]=1[C:6]([OH:12])=[O:13]. (2) Given the reactants [CH:1]([OH:4])([CH3:3])[CH3:2].[N+](=[C:7]([C:12]1[CH:17]=[CH:16][C:15]([C:18]2[CH:23]=[CH:22][C:21]([C:24]([F:27])([F:26])[F:25])=[CH:20][CH:19]=2)=[C:14]([C:28]2[CH:33]=[CH:32][C:31]([C:34]([F:37])([F:36])[F:35])=[CH:30][CH:29]=2)[CH:13]=1)[C:8]([O:10]C)=[O:9])=[N-].[OH-].[Na+], predict the reaction product. The product is: [CH:1]([O:4][CH:7]([C:12]1[CH:17]=[CH:16][C:15]([C:18]2[CH:19]=[CH:20][C:21]([C:24]([F:25])([F:26])[F:27])=[CH:22][CH:23]=2)=[C:14]([C:28]2[CH:33]=[CH:32][C:31]([C:34]([F:35])([F:36])[F:37])=[CH:30][CH:29]=2)[CH:13]=1)[C:8]([OH:10])=[O:9])([CH3:3])[CH3:2]. (3) The product is: [CH3:21][S:22]([O:17][C:11]1[CH:12]=[C:13]2[C:8](=[CH:9][CH:10]=1)[C:7](=[O:18])[C:6]1[CH2:5][CH2:4][CH:3]([CH2:1][CH3:2])[CH2:16][C:15]=1[S:14]2)(=[O:24])=[O:23]. Given the reactants [CH2:1]([CH:3]1[CH2:16][C:15]2[S:14][C:13]3[C:8](=[CH:9][CH:10]=[C:11]([OH:17])[CH:12]=3)[C:7](=[O:18])[C:6]=2[CH2:5][CH2:4]1)[CH3:2].[OH-].[Na+].[CH3:21][S:22](Cl)(=[O:24])=[O:23], predict the reaction product. (4) Given the reactants [CH3:1][O:2][C:3]1[C:8]([CH3:9])=[CH:7][C:6]([N+:10]([O-])=O)=[CH:5][C:4]=1[CH3:13], predict the reaction product. The product is: [CH3:1][O:2][C:3]1[C:4]([CH3:13])=[CH:5][C:6]([NH2:10])=[CH:7][C:8]=1[CH3:9].